Dataset: Catalyst prediction with 721,799 reactions and 888 catalyst types from USPTO. Task: Predict which catalyst facilitates the given reaction. (1) Product: [C:1]([O:5][C:6](=[O:27])[C:7]([S:10][C:11]1[S:12][CH:13]=[C:14]([CH2:16][CH2:17][N:18]([C:19]2[N:20]=[CH:21][C:22]([CH2:25][CH3:26])=[CH:23][N:24]=2)[CH2:28][CH2:29][CH2:30][CH2:31][CH2:32][CH2:33][CH3:34])[N:15]=1)([CH3:9])[CH3:8])([CH3:2])([CH3:3])[CH3:4]. The catalyst class is: 9. Reactant: [C:1]([O:5][C:6](=[O:27])[C:7]([S:10][C:11]1[S:12][CH:13]=[C:14]([CH2:16][CH2:17][NH:18][C:19]2[N:24]=[CH:23][C:22]([CH2:25][CH3:26])=[CH:21][N:20]=2)[N:15]=1)([CH3:9])[CH3:8])([CH3:4])([CH3:3])[CH3:2].[CH2:28](I)[CH2:29][CH2:30][CH2:31][CH2:32][CH2:33][CH3:34].CC(C)([O-])C.[K+].O. (2) Reactant: [Cl:1][C:2]1[C:8](Cl)=[CH:7][C:5]([NH2:6])=[C:4]([N+:10]([O-:12])=[O:11])[CH:3]=1.Cl.[F:14][C:15]([F:23])([F:22])[CH:16]1[CH2:21][CH2:20][NH:19][CH2:18][CH2:17]1.C([O-])([O-])=O.[K+].[K+]. Product: [Cl:1][C:2]1[C:8]([N:19]2[CH2:20][CH2:21][CH:16]([C:15]([F:23])([F:22])[F:14])[CH2:17][CH2:18]2)=[CH:7][C:5]([NH2:6])=[C:4]([N+:10]([O-:12])=[O:11])[CH:3]=1. The catalyst class is: 16. (3) Product: [Cl:1][C:2]1[N:3]=[C:4]([O:35][CH:30]2[CH2:34][CH2:33][CH2:32][CH2:31]2)[C:5]2[C:10]([C:11]3[CH:20]=[CH:19][C:14]4[N:15]=[C:16]([CH3:18])[O:17][C:13]=4[CH:12]=3)=[CH:9][N:8]([CH2:21][O:22][CH2:23][CH2:24][Si:25]([CH3:27])([CH3:28])[CH3:26])[C:6]=2[N:7]=1. Reactant: [Cl:1][C:2]1[N:3]=[C:4](Cl)[C:5]2[C:10]([C:11]3[CH:20]=[CH:19][C:14]4[N:15]=[C:16]([CH3:18])[O:17][C:13]=4[CH:12]=3)=[CH:9][N:8]([CH2:21][O:22][CH2:23][CH2:24][Si:25]([CH3:28])([CH3:27])[CH3:26])[C:6]=2[N:7]=1.[CH:30]1([OH:35])[CH2:34][CH2:33][CH2:32][CH2:31]1.CC(C)([O-])C.[Na+].CCCCCC. The catalyst class is: 258. (4) Reactant: C([O:5][C:6](=[O:31])[C:7]1[CH:12]=[CH:11][C:10]([N:13]([S:22]([C:25]2[CH:30]=[CH:29][CH:28]=[CH:27][CH:26]=2)(=[O:24])=[O:23])[CH2:14][C:15]2[CH:20]=[CH:19][C:18]([Cl:21])=[CH:17][CH:16]=2)=[CH:9][CH:8]=1)(C)(C)C. Product: [C:25]1([S:22]([N:13]([CH2:14][C:15]2[CH:16]=[CH:17][C:18]([Cl:21])=[CH:19][CH:20]=2)[C:10]2[CH:11]=[CH:12][C:7]([C:6]([OH:31])=[O:5])=[CH:8][CH:9]=2)(=[O:24])=[O:23])[CH:26]=[CH:27][CH:28]=[CH:29][CH:30]=1. The catalyst class is: 330. (5) Reactant: Br[C:2]1[C:3]([CH:23]2[CH2:25][CH2:24]2)=[N:4][C:5]([N:10]2[CH2:15][CH2:14][N:13]([C:16](=[O:21])[CH2:17][CH2:18][O:19][CH3:20])[C@H:12]([CH3:22])[CH2:11]2)=[C:6]([CH:9]=1)[C:7]#[N:8].[S:26]1[CH:30]=[CH:29][CH:28]=[C:27]1B(O)O.C([O-])([O-])=O.[K+].[K+]. Product: [CH:23]1([C:3]2[C:2]([C:27]3[S:26][CH:30]=[CH:29][CH:28]=3)=[CH:9][C:6]([C:7]#[N:8])=[C:5]([N:10]3[CH2:15][CH2:14][N:13]([C:16](=[O:21])[CH2:17][CH2:18][O:19][CH3:20])[C@H:12]([CH3:22])[CH2:11]3)[N:4]=2)[CH2:25][CH2:24]1. The catalyst class is: 128. (6) Reactant: [Cl:1][C:2]1[CH:7]=[C:6]([F:8])[CH:5]=[CH:4][C:3]=1[S:9][C@H:10]1[CH2:14][N:13](C(OC(C)(C)C)=O)[C@H:12]([C:22](=[O:29])[NH:23][C:24]2([C:27]#[N:28])[CH2:26][CH2:25]2)[CH2:11]1. Product: [Cl:1][C:2]1[CH:7]=[C:6]([F:8])[CH:5]=[CH:4][C:3]=1[S:9][C@H:10]1[CH2:14][NH:13][C@H:12]([C:22]([NH:23][C:24]2([C:27]#[N:28])[CH2:26][CH2:25]2)=[O:29])[CH2:11]1. The catalyst class is: 106. (7) Reactant: Cl[C:2]1[N:7]=[C:6]([Cl:8])[N:5]=[CH:4][N:3]=1.CCN(C(C)C)C(C)C.[N:18]1([CH2:23][C:24]2[CH:25]=[C:26]([NH2:30])[CH:27]=[CH:28][CH:29]=2)[CH:22]=[CH:21][N:20]=[N:19]1. Product: [Cl:8][C:6]1[N:5]=[CH:4][N:3]=[C:2]([NH:30][C:26]2[CH:27]=[CH:28][CH:29]=[C:24]([CH2:23][N:18]3[CH:22]=[CH:21][N:20]=[N:19]3)[CH:25]=2)[N:7]=1. The catalyst class is: 173.